From a dataset of Full USPTO retrosynthesis dataset with 1.9M reactions from patents (1976-2016). Predict the reactants needed to synthesize the given product. (1) Given the product [ClH:1].[Cl:1][C:2]1[C:7]([C:8]([F:9])([F:11])[F:10])=[CH:6][CH:5]=[CH:4][C:3]=1[C:12]1[O:13][C:14]2[C:19]([C:20](=[O:22])[CH:21]=1)=[C:18]([OH:35])[CH:17]=[C:16]([OH:24])[C:15]=2[C@@H:25]1[CH2:29][CH2:28][N:27]([CH3:30])[C@H:26]1[CH2:31][OH:32], predict the reactants needed to synthesize it. The reactants are: [Cl:1][C:2]1[C:7]([C:8]([F:11])([F:10])[F:9])=[CH:6][CH:5]=[CH:4][C:3]=1[C:12]1[O:13][C:14]2[C:19]([C:20](=[O:22])[CH:21]=1)=[CH:18][C:17](O)=[C:16]([OH:24])[C:15]=2[C@@H:25]1[CH2:29][CH2:28][N:27]([CH3:30])[C@H:26]1[CH2:31][OH:32].Cl.C[OH:35]. (2) Given the product [OH:1][C:2]12[CH2:11][CH:6]3[CH2:7][CH:8]([CH2:10][C:4]([CH:12]([OH:15])[CH2:13][CH3:14])([CH2:5]3)[CH2:3]1)[CH2:9]2, predict the reactants needed to synthesize it. The reactants are: [OH:1][C:2]12[CH2:11][CH:6]3[CH2:7][CH:8]([CH2:10][C:4]([C:12](=[O:15])[CH2:13][CH3:14])([CH2:5]3)[CH2:3]1)[CH2:9]2.B.[Na]. (3) Given the product [N:19]([CH2:13][C:8]1[CH:9]=[CH:10][CH:11]=[CH:12][C:7]=1[C:4]1[CH:5]=[CH:6][N:1]=[CH:2][CH:3]=1)=[N+:20]=[N-:21], predict the reactants needed to synthesize it. The reactants are: [N:1]1[CH:6]=[CH:5][C:4]([C:7]2[CH:12]=[CH:11][CH:10]=[CH:9][C:8]=2[CH2:13]O)=[CH:3][CH:2]=1.S(Cl)(Cl)=O.[N-:19]=[N+:20]=[N-:21].[Na+]. (4) Given the product [F:70][C:67]1[CH:66]=[CH:65][C:64]([CH2:63][N:62]2[CH:58]([CH:59]([CH3:60])[CH3:61])[CH2:57][C:19]([OH:21])=[C:18]([C:12]3[NH:11][C:10]4[S:9][CH:8]=[C:7]([CH2:6][NH:5][S:2]([CH3:1])(=[O:3])=[O:4])[C:15]=4[S:14](=[O:16])(=[O:17])[N:13]=3)[C:39]2=[O:38])=[CH:69][CH:68]=1, predict the reactants needed to synthesize it. The reactants are: [CH3:1][S:2]([NH:5][CH2:6][C:7]1[C:15]2[S:14](=[O:17])(=[O:16])[N:13]=[C:12]([CH2:18][C:19]([OH:21])=O)[NH:11][C:10]=2[S:9][CH:8]=1)(=[O:4])=[O:3].F[P-](F)(F)(F)(F)F.N1([O:38][C:39](N(C)C)=[N+](C)C)C2N=CC=CC=2N=N1.CN1CCOCC1.C(OC(=O)[CH2:57][CH:58]([NH:62][CH2:63][C:64]1[CH:69]=[CH:68][C:67]([F:70])=[CH:66][CH:65]=1)[CH:59]([CH3:61])[CH3:60])C.[O-]CC.[Na+].C(O)C. (5) Given the product [Cl:27][C:22]1[CH:21]=[C:20]([CH2:19][CH2:18][C:17]([OH:28])=[O:16])[CH:25]=[CH:24][C:23]=1[O:26][CH2:2][C:3]1[C:4]([S:9][CH2:10][CH:11]2[CH2:13][CH2:12]2)=[N:5][CH:6]=[CH:7][CH:8]=1, predict the reactants needed to synthesize it. The reactants are: Cl[CH2:2][C:3]1[C:4]([S:9][CH2:10][CH:11]2[CH2:13][CH2:12]2)=[N:5][CH:6]=[CH:7][CH:8]=1.C([O:16][C:17](=[O:28])[CH2:18][CH2:19][C:20]1[CH:25]=[CH:24][C:23]([OH:26])=[C:22]([Cl:27])[CH:21]=1)C. (6) Given the product [CH2:54]([N:56]1[CH2:61][CH2:60][N:59]([C:2]2[CH:7]=[C:6]([N:8]3[C:12]4[N:13]=[C:14]([N:42]5[CH2:43][CH2:44][O:45][CH2:46][CH2:47]5)[N:15]=[C:16]([C:17]5[CH:22]=[N:21][C:20]([N:23]([CH2:33][C:34]6[CH:35]=[CH:36][C:37]([O:40][CH3:41])=[CH:38][CH:39]=6)[CH2:24][C:25]6[CH:30]=[CH:29][C:28]([O:31][CH3:32])=[CH:27][CH:26]=6)=[N:19][CH:18]=5)[C:11]=4[CH2:10][CH2:9]3)[CH:5]=[CH:4][N:3]=2)[CH2:58][CH2:57]1)[CH3:55], predict the reactants needed to synthesize it. The reactants are: Cl[C:2]1[CH:7]=[C:6]([N:8]2[C:12]3[N:13]=[C:14]([N:42]4[CH2:47][CH2:46][O:45][CH2:44][CH2:43]4)[N:15]=[C:16]([C:17]4[CH:18]=[N:19][C:20]([N:23]([CH2:33][C:34]5[CH:39]=[CH:38][C:37]([O:40][CH3:41])=[CH:36][CH:35]=5)[CH2:24][C:25]5[CH:30]=[CH:29][C:28]([O:31][CH3:32])=[CH:27][CH:26]=5)=[N:21][CH:22]=4)[C:11]=3[CH2:10][CH2:9]2)[CH:5]=[CH:4][N:3]=1.CC(C)([O-])C.[Na+].[CH2:54]([N:56]1[CH2:61][CH2:60][NH:59][CH2:58][CH2:57]1)[CH3:55].C(N1CCN2CCN(CC(C)C)P1N(CC(C)C)CC2)C(C)C. (7) Given the product [CH2:22]([O:21][C:19]([C:6]1[C:7](=[O:18])[N:8]([CH2:11][C:12]2[CH:13]=[CH:14][CH:15]=[CH:16][CH:17]=2)[CH:9]=[CH:10][C:5]=1[C:3]([OH:4])=[O:2])=[O:20])[CH3:23], predict the reactants needed to synthesize it. The reactants are: C[O:2][C:3]([C:5]1[CH:10]=[CH:9][N:8]([CH2:11][C:12]2[CH:17]=[CH:16][CH:15]=[CH:14][CH:13]=2)[C:7](=[O:18])[C:6]=1[C:19]([O:21][CH2:22][CH3:23])=[O:20])=[O:4].[Li+].[I-]. (8) Given the product [NH2:1][C@H:2]([C:15]([NH:17][C@H:18]([C:26]([OH:28])=[O:27])[CH2:19][CH2:20][CH2:21][NH:22][C:23](=[NH:24])[NH2:25])=[O:16])[CH2:3][C:4]1[CH:5]=[CH:6][C:7]([OH:10])=[CH:8][CH:9]=1, predict the reactants needed to synthesize it. The reactants are: [NH:1](C(OC(C)(C)C)=O)[C@H:2]([C:15]([NH:17][C@H:18]([C:26]([OH:28])=[O:27])[CH2:19][CH2:20][CH2:21][NH:22][C:23](=[NH:25])[NH2:24])=[O:16])[CH2:3][C:4]1[CH:9]=[CH:8][C:7]([O:10]C(C)(C)C)=[CH:6][CH:5]=1.C(O)(C(F)(F)F)=O.